From a dataset of CYP3A4 inhibition data for predicting drug metabolism from PubChem BioAssay. Regression/Classification. Given a drug SMILES string, predict its absorption, distribution, metabolism, or excretion properties. Task type varies by dataset: regression for continuous measurements (e.g., permeability, clearance, half-life) or binary classification for categorical outcomes (e.g., BBB penetration, CYP inhibition). Dataset: cyp3a4_veith. (1) The drug is CS(=O)(=O)Nc1cccc(-c2nc(Nc3ccccc3)c3ccccc3n2)c1. The result is 1 (inhibitor). (2) The molecule is OC[C@@H]1O[C@@H](O)[C@H](N=Cc2ccc3c(c2)OCO3)[C@@H](O)[C@@H]1O. The result is 0 (non-inhibitor). (3) The molecule is CCN(CC)CCOC(=O)[C@@H](c1ccccc1)C1CCCCC1. The result is 1 (inhibitor).